Dataset: NCI-60 drug combinations with 297,098 pairs across 59 cell lines. Task: Regression. Given two drug SMILES strings and cell line genomic features, predict the synergy score measuring deviation from expected non-interaction effect. (1) Drug 1: CC1=C2C(C(=O)C3(C(CC4C(C3C(C(C2(C)C)(CC1OC(=O)C(C(C5=CC=CC=C5)NC(=O)OC(C)(C)C)O)O)OC(=O)C6=CC=CC=C6)(CO4)OC(=O)C)OC)C)OC. Drug 2: C1CN1P(=S)(N2CC2)N3CC3. Cell line: CCRF-CEM. Synergy scores: CSS=28.5, Synergy_ZIP=-5.65, Synergy_Bliss=-15.5, Synergy_Loewe=-34.1, Synergy_HSA=-14.2. (2) Drug 1: COC1=CC(=CC(=C1O)OC)C2C3C(COC3=O)C(C4=CC5=C(C=C24)OCO5)OC6C(C(C7C(O6)COC(O7)C8=CC=CS8)O)O. Drug 2: C1=NC2=C(N=C(N=C2N1C3C(C(C(O3)CO)O)O)F)N. Cell line: NCI-H322M. Synergy scores: CSS=6.72, Synergy_ZIP=-0.452, Synergy_Bliss=2.58, Synergy_Loewe=-3.65, Synergy_HSA=0.385. (3) Drug 1: CC1=C2C(C(=O)C3(C(CC4C(C3C(C(C2(C)C)(CC1OC(=O)C(C(C5=CC=CC=C5)NC(=O)OC(C)(C)C)O)O)OC(=O)C6=CC=CC=C6)(CO4)OC(=O)C)OC)C)OC. Drug 2: B(C(CC(C)C)NC(=O)C(CC1=CC=CC=C1)NC(=O)C2=NC=CN=C2)(O)O. Cell line: BT-549. Synergy scores: CSS=60.6, Synergy_ZIP=8.22, Synergy_Bliss=7.88, Synergy_Loewe=0.340, Synergy_HSA=8.57. (4) Drug 1: CS(=O)(=O)C1=CC(=C(C=C1)C(=O)NC2=CC(=C(C=C2)Cl)C3=CC=CC=N3)Cl. Drug 2: C1CCC(CC1)NC(=O)N(CCCl)N=O. Cell line: OVCAR3. Synergy scores: CSS=29.8, Synergy_ZIP=-2.31, Synergy_Bliss=6.64, Synergy_Loewe=3.06, Synergy_HSA=4.63. (5) Drug 1: CC1=C(C(=CC=C1)Cl)NC(=O)C2=CN=C(S2)NC3=CC(=NC(=N3)C)N4CCN(CC4)CCO. Drug 2: COCCOC1=C(C=C2C(=C1)C(=NC=N2)NC3=CC=CC(=C3)C#C)OCCOC.Cl. Cell line: SN12C. Synergy scores: CSS=34.2, Synergy_ZIP=-3.55, Synergy_Bliss=-2.78, Synergy_Loewe=-18.3, Synergy_HSA=3.38.